From a dataset of CYP3A4 inhibition data for predicting drug metabolism from PubChem BioAssay. Regression/Classification. Given a drug SMILES string, predict its absorption, distribution, metabolism, or excretion properties. Task type varies by dataset: regression for continuous measurements (e.g., permeability, clearance, half-life) or binary classification for categorical outcomes (e.g., BBB penetration, CYP inhibition). Dataset: cyp3a4_veith. (1) The compound is O=c1ncn(-c2ccccc2F)c2ncccc12. The result is 0 (non-inhibitor). (2) The molecule is Cc1ccc(Cn2nc(C)c(NC(=O)c3cc(-c4ccco4)on3)c2C)cc1. The result is 1 (inhibitor). (3) The drug is COc1cc(C(=O)NCC(c2cccnc2)N2CCN(C)CC2)cc(OC)c1OC. The result is 0 (non-inhibitor). (4) The drug is COc1cccc(C(=O)N/N=C/c2cn[nH]c2-c2ccc(OC)cc2OC)c1. The result is 1 (inhibitor). (5) The drug is O=C(NNc1cccc(Cl)n1)Nc1ccccc1Cl. The result is 1 (inhibitor). (6) The compound is Cc1noc(C)c1C(=O)N1CCC[C@@]2(CCN(Cc3nccs3)C2)C1. The result is 1 (inhibitor). (7) The molecule is Cc1noc(C)c1-c1ccc2ncnc(NCc3cccs3)c2c1. The result is 1 (inhibitor).